This data is from Reaction yield outcomes from USPTO patents with 853,638 reactions. The task is: Predict the reaction yield, written as a fraction of the theoretical maximum amount of product (1.0 means a 100% yield; for example, 0.34 means a 34% yield). (1) The reactants are [NH2:1][C:2]1[CH:3]=[CH:4][C:5]([O:16][CH3:17])=[C:6]([NH:8][C:9](=[O:15])[O:10][C:11]([CH3:14])([CH3:13])[CH3:12])[CH:7]=1.[CH2:18]=O.C[O-].[Na+].[BH4-].[Na+]. The catalyst is CO.C(OCC)(=O)C.C(=O)(O)[O-].[Na+]. The product is [CH3:18][NH:1][C:2]1[CH:3]=[CH:4][C:5]([O:16][CH3:17])=[C:6]([NH:8][C:9](=[O:15])[O:10][C:11]([CH3:12])([CH3:13])[CH3:14])[CH:7]=1. The yield is 1.00. (2) The reactants are [CH2:1]([C:8]1[C:9](=[O:16])[NH:10][C:11](=[S:15])[NH:12][C:13]=1[CH3:14])[C:2]1[CH:7]=[CH:6][CH:5]=[CH:4][CH:3]=1.C(=O)([O-])[O-].[K+].[K+].[CH2:23](I)[CH3:24]. The yield is 0.970. The product is [CH2:1]([C:8]1[C:9](=[O:16])[NH:10][C:11]([S:15][CH2:23][CH3:24])=[N:12][C:13]=1[CH3:14])[C:2]1[CH:3]=[CH:4][CH:5]=[CH:6][CH:7]=1. The catalyst is CN(C)C=O. (3) The reactants are [CH3:1][N:2]([CH3:20])[CH2:3][C@H:4]([OH:19])[CH2:5][O:6][C:7]([CH3:18])([CH3:17])[CH2:8][N:9]1[CH:13]=[CH:12][C:11]([N+:14]([O-])=O)=[N:10]1.C(OCC)(=O)C.[H][H]. The catalyst is [Pd].C(O)C. The product is [NH2:14][C:11]1[CH:12]=[CH:13][N:9]([CH2:8][C:7]([CH3:18])([CH3:17])[O:6][CH2:5][C@@H:4]([OH:19])[CH2:3][N:2]([CH3:1])[CH3:20])[N:10]=1. The yield is 0.975.